Dataset: Catalyst prediction with 721,799 reactions and 888 catalyst types from USPTO. Task: Predict which catalyst facilitates the given reaction. Reactant: CC(O)(C)C.[CH3:6][O:7][C:8]([CH3:13])=[CH:9][C:10](=O)[CH3:11].Br[C:15]1[CH:20]=[CH:19][CH:18]=[CH:17][CH:16]=1.Cl. Product: [CH3:6][O:7][C:8]1[CH:13]=[C:17]([CH3:18])[C:16]2[C:10]([CH:9]=1)=[CH:11][CH:19]=[CH:20][CH:15]=2. The catalyst class is: 1.